Dataset: Full USPTO retrosynthesis dataset with 1.9M reactions from patents (1976-2016). Task: Predict the reactants needed to synthesize the given product. (1) Given the product [CH3:21][C:22]1[CH:29]=[CH:28][CH:27]=[CH:26][C:23]=1[CH2:24][N:4]1[CH2:5][CH2:6][CH2:7][N:1]([C:8]2[CH:9]=[CH:10][C:11]3[N:12]([C:14]([C:17]([F:18])([F:19])[F:20])=[N:15][N:16]=3)[N:13]=2)[CH2:2][CH2:3]1, predict the reactants needed to synthesize it. The reactants are: [N:1]1([C:8]2[CH:9]=[CH:10][C:11]3[N:12]([C:14]([C:17]([F:20])([F:19])[F:18])=[N:15][N:16]=3)[N:13]=2)[CH2:7][CH2:6][CH2:5][NH:4][CH2:3][CH2:2]1.[CH3:21][C:22]1[CH:29]=[CH:28][CH:27]=[CH:26][C:23]=1[CH:24]=O. (2) Given the product [CH3:30][O:3][CH2:4][C:5]([NH:8][C:9]([C:11]1[CH:15]=[C:14]([C:16]2[CH:21]=[CH:20][CH:19]=[CH:18][N:17]=2)[N:13]([C:22]2[N:23]=[N:24][C:25]([O:28][CH3:29])=[CH:26][CH:27]=2)[N:12]=1)=[O:10])([CH3:6])[CH3:7], predict the reactants needed to synthesize it. The reactants are: [H-].[Na+].[OH:3][CH2:4][C:5]([NH:8][C:9]([C:11]1[CH:15]=[C:14]([C:16]2[CH:21]=[CH:20][CH:19]=[CH:18][N:17]=2)[N:13]([C:22]2[N:23]=[N:24][C:25]([O:28][CH3:29])=[CH:26][CH:27]=2)[N:12]=1)=[O:10])([CH3:7])[CH3:6].[CH3:30]I.O. (3) Given the product [CH:33]1([NH:39][C:11]2[N:20]=[CH:19][C:18]3[CH2:17][CH2:16][C:15]4[C:21]([C:25]([C:27]5[CH:32]=[CH:31][CH:30]=[CH:29][CH:28]=5)=[O:26])=[N:22][N:23]([CH3:24])[C:14]=4[C:13]=3[N:12]=2)[CH2:38][CH2:37][CH2:36][CH2:35][CH2:34]1.[CH:33]1([NH:39][C:11]2[N:20]=[CH:19][C:18]3[CH:17]=[CH:16][C:15]4[C:21]([C:25]([C:27]5[CH:32]=[CH:31][CH:30]=[CH:29][CH:28]=5)=[O:26])=[N:22][N:23]([CH3:24])[C:14]=4[C:13]=3[N:12]=2)[CH2:38][CH2:37][CH2:36][CH2:35][CH2:34]1, predict the reactants needed to synthesize it. The reactants are: C(S([C:11]1[N:20]=[CH:19][C:18]2[CH2:17][CH2:16][C:15]3[C:21]([C:25]([C:27]4[CH:32]=[CH:31][CH:30]=[CH:29][CH:28]=4)=[O:26])=[N:22][N:23]([CH3:24])[C:14]=3[C:13]=2[N:12]=1)(=O)=O)C1C=CC=CC=1.[CH:33]1([NH2:39])[CH2:38][CH2:37][CH2:36][CH2:35][CH2:34]1. (4) The reactants are: C([O:3][C:4]([C:6]1[N:11]=[C:10]([F:12])[C:9]([O:13][Si](C(C)C)(C(C)C)C(C)C)=[CH:8][CH:7]=1)=[CH2:5])C.[Br:24]N1C(=O)CCC1=O. Given the product [Br:24][CH2:3][C:4]([C:6]1[CH:7]=[CH:8][C:9]([OH:13])=[C:10]([F:12])[N:11]=1)=[O:5], predict the reactants needed to synthesize it. (5) Given the product [CH2:10]([O:9][C:8]1[CH:7]=[CH:6][C:5]([C:18]2[S:22][C:21]([C:23]3[NH:27][N:26]=[N:25][N:24]=3)=[CH:20][CH:19]=2)=[CH:4][C:3]=1[C:1]#[N:2])[CH:11]([CH3:13])[CH3:12], predict the reactants needed to synthesize it. The reactants are: [C:1]([C:3]1[CH:4]=[C:5](B(O)O)[CH:6]=[CH:7][C:8]=1[O:9][CH2:10][CH:11]([CH3:13])[CH3:12])#[N:2].Br[C:18]1[S:22][C:21]([C:23]2[NH:27][N:26]=[N:25][N:24]=2)=[CH:20][CH:19]=1.[Cl-].C1(C(C2C=CC=CC=2)C2C=CC=CC=2)C=CC=CC=1. (6) Given the product [CH2:1]([NH:8][C:9]([C:11]1[CH:12]=[C:13]2[C:18](=[CH:19][CH:20]=1)[CH:17]=[N:16][CH:15]=[C:14]2[C:25]1[CH:26]=[CH:27][N:22]=[CH:23][CH:24]=1)=[O:10])[C:2]1[CH:7]=[CH:6][CH:5]=[CH:4][CH:3]=1, predict the reactants needed to synthesize it. The reactants are: [CH2:1]([NH:8][C:9]([C:11]1[CH:12]=[C:13]2[C:18](=[CH:19][CH:20]=1)[CH:17]=[N:16][CH:15]=[C:14]2Br)=[O:10])[C:2]1[CH:7]=[CH:6][CH:5]=[CH:4][CH:3]=1.[N:22]1[CH:27]=[CH:26][C:25](B(O)O)=[CH:24][CH:23]=1.C(=O)([O-])[O-].[Cs+].[Cs+]. (7) Given the product [CH3:24][C:25]([CH3:38])([CH3:37])[C:26]#[C:27][C:2]1[CH:23]=[CH:22][C:5]([C:6]([NH:8][S:9]([C:12]2[CH:17]=[CH:16][CH:15]=[CH:14][C:13]=2[S:18](=[O:21])(=[O:20])[NH2:19])(=[O:11])=[O:10])=[O:7])=[CH:4][N:3]=1, predict the reactants needed to synthesize it. The reactants are: Br[C:2]1[CH:23]=[CH:22][C:5]([C:6]([NH:8][S:9]([C:12]2[CH:17]=[CH:16][CH:15]=[CH:14][C:13]=2[S:18](=[O:21])(=[O:20])[NH2:19])(=[O:11])=[O:10])=[O:7])=[CH:4][N:3]=1.[CH3:24][C:25]([CH3:38])([CH3:37])[C:26]#[C:27]B(OC(C)C)OC(C)C. (8) Given the product [Cl:1][C:2]1[CH:9]=[C:8]([N:10]([CH2:11][C:12]2[CH:17]=[CH:16][CH:15]=[CH:14][C:13]=2[C:18]([F:19])([F:20])[F:21])[C@H:22]2[CH2:26][CH2:25][N:24]([S:31]([CH2:30][CH2:29][C:28]([F:36])([F:35])[F:27])(=[O:33])=[O:32])[CH2:23]2)[CH:7]=[CH:6][C:3]=1[C:4]#[N:5], predict the reactants needed to synthesize it. The reactants are: [Cl:1][C:2]1[CH:9]=[C:8]([N:10]([C@H:22]2[CH2:26][CH2:25][NH:24][CH2:23]2)[CH2:11][C:12]2[CH:17]=[CH:16][CH:15]=[CH:14][C:13]=2[C:18]([F:21])([F:20])[F:19])[CH:7]=[CH:6][C:3]=1[C:4]#[N:5].[F:27][C:28]([F:36])([F:35])[CH2:29][CH2:30][S:31](Cl)(=[O:33])=[O:32].